Dataset: Catalyst prediction with 721,799 reactions and 888 catalyst types from USPTO. Task: Predict which catalyst facilitates the given reaction. (1) Reactant: [F:1][C:2]1[CH:3]=[C:4]([CH:19]=[CH:20][C:21]=1[N+:22]([O-])=O)[O:5][CH:6]1[CH2:11][CH2:10][N:9]([C:12]([O:14][C:15]([CH3:18])([CH3:17])[CH3:16])=[O:13])[CH2:8][CH2:7]1. Product: [NH2:22][C:21]1[CH:20]=[CH:19][C:4]([O:5][CH:6]2[CH2:7][CH2:8][N:9]([C:12]([O:14][C:15]([CH3:18])([CH3:16])[CH3:17])=[O:13])[CH2:10][CH2:11]2)=[CH:3][C:2]=1[F:1]. The catalyst class is: 19. (2) Reactant: [Cl:1][C:2]1[CH:7]=[CH:6][C:5]([S:8][C:9]2[C:10]([C:14]([OH:16])=[O:15])=[CH:11][S:12][CH:13]=2)=[CH:4][CH:3]=1.[C:17](=O)([O-])O.[Na+].IC.CN(C)C=O. Product: [CH3:17][O:15][C:14]([C:10]1[C:9]([S:8][C:5]2[CH:4]=[CH:3][C:2]([Cl:1])=[CH:7][CH:6]=2)=[CH:13][S:12][CH:11]=1)=[O:16]. The catalyst class is: 6. (3) Reactant: [OH:1][C:2]1([CH3:19])[CH2:7][CH2:6][N:5]([CH2:8][C:9]([O:11]CC2C=CC=CC=2)=[O:10])[CH2:4][CH2:3]1. Product: [OH:1][C:2]1([CH3:19])[CH2:3][CH2:4][N:5]([CH2:8][C:9]([OH:11])=[O:10])[CH2:6][CH2:7]1. The catalyst class is: 19. (4) Reactant: [Br:1][C:2]1[CH:3]=[C:4]([CH2:11]O)[CH:5]=[C:6]([N+:8]([O-:10])=[O:9])[CH:7]=1.C1(P(C2C=CC=CC=2)C2C=CC=CC=2)C=CC=CC=1.[Br:32]N1C(=O)CCC1=O. Product: [Br:1][C:2]1[CH:7]=[C:6]([N+:8]([O-:10])=[O:9])[CH:5]=[C:4]([CH2:11][Br:32])[CH:3]=1. The catalyst class is: 54. (5) Reactant: [Cl:1][C:2]1[CH:27]=[C:26]([N+:28]([O-])=O)[CH:25]=[C:24]([Cl:31])[C:3]=1[O:4][C:5]1[CH:6]=[CH:7][C:8]([OH:23])=[C:9]([CH:22]=1)[C:10]([NH:12][CH2:13][CH2:14][CH2:15][CH2:16][CH2:17][CH2:18][CH2:19][CH2:20][CH3:21])=[O:11]. Product: [NH2:28][C:26]1[CH:25]=[C:24]([Cl:31])[C:3]([O:4][C:5]2[CH:6]=[CH:7][C:8]([OH:23])=[C:9]([CH:22]=2)[C:10]([NH:12][CH2:13][CH2:14][CH2:15][CH2:16][CH2:17][CH2:18][CH2:19][CH2:20][CH3:21])=[O:11])=[C:2]([Cl:1])[CH:27]=1. The catalyst class is: 579. (6) Reactant: I[C:2]1[CH:3]=[C:4]([O:21][C:22]([F:25])([F:24])[F:23])[CH:5]=[C:6]2[C:11]=1[O:10][CH:9]([C:12]([F:15])([F:14])[F:13])C(C(OCC)=O)=[CH:7]2.CB1OB(C)OB(C)O1.C(Cl)Cl.[C:38]([O-])([O-])=O.[Cs+].[Cs+].[CH3:44][CH2:45][O:46][C:47]([CH3:49])=[O:48]. Product: [CH3:7][C:6]1[CH:5]=[C:4]([O:21][C:22]([F:23])([F:24])[F:25])[CH:3]=[C:2]2[C:11]=1[O:10][CH:9]([C:12]([F:13])([F:14])[F:15])[C:49]([C:47]([O:46][CH2:45][CH3:44])=[O:48])=[CH:38]2. The catalyst class is: 75. (7) Reactant: C(=O)([O-])[O-].[Cs+].[Cs+].[I-].[K+].I[CH:10]([OH:12])[CH3:11].[F:13][C:14]1[CH:37]=[CH:36][CH:35]=[C:34]([F:38])[C:15]=1[CH2:16][O:17][C:18]1[C:19]2[N:20]([C:25]([C:29]3[CH:30]=[N:31][NH:32][CH:33]=3)=[C:26]([CH3:28])[N:27]=2)[CH:21]=[C:22]([CH3:24])[CH:23]=1. Product: [F:13][C:14]1[CH:37]=[CH:36][CH:35]=[C:34]([F:38])[C:15]=1[CH2:16][O:17][C:18]1[C:19]2[N:20]([C:25]([C:29]3[CH:33]=[N:32][N:31]([CH2:11][CH2:10][OH:12])[CH:30]=3)=[C:26]([CH3:28])[N:27]=2)[CH:21]=[C:22]([CH3:24])[CH:23]=1. The catalyst class is: 3.